This data is from Reaction yield outcomes from USPTO patents with 853,638 reactions. The task is: Predict the reaction yield, written as a fraction of the theoretical maximum amount of product (1.0 means a 100% yield; for example, 0.34 means a 34% yield). (1) The reactants are [N:1]([C:4]1[CH:13]=[C:12]2[C:7]([C:8]([NH:16][C:17]3[CH:22]=[C:21]([O:23][CH3:24])[C:20]([O:25][CH3:26])=[C:19]([O:27][CH3:28])[CH:18]=3)=[C:9]([C:14]#[N:15])[CH:10]=[N:11]2)=[CH:6][C:5]=1[N+:29]([O-])=O)=[N+]=[N-]. The catalyst is C1COCC1.C(O)C.[Pd]. The product is [NH2:29][C:5]1[CH:6]=[C:7]2[C:12](=[CH:13][C:4]=1[NH2:1])[N:11]=[CH:10][C:9]([C:14]#[N:15])=[C:8]2[NH:16][C:17]1[CH:18]=[C:19]([O:27][CH3:28])[C:20]([O:25][CH3:26])=[C:21]([O:23][CH3:24])[CH:22]=1. The yield is 0.988. (2) The reactants are C(O[C:6](=[O:28])[NH:7][CH2:8][CH:9]([C:13]([N:15]1[CH2:19][CH:18]([Cl:20])[CH:17]2[O:21][CH2:22][C:23]([O:26][CH3:27])([O:24][CH3:25])[CH:16]12)=[O:14])[CH:10]([CH3:12])[CH3:11])(C)(C)C.C(Cl)(=O)C.Cl.N1C=CC=C1.Cl.[F:40][C:41]1[S:45][C:44]([N:46]2[CH2:51][CH2:50][N:49]([CH3:52])[CH2:48][CH2:47]2)=[N:43][C:42]=1[C:53]1[CH:61]=[CH:60][C:56](C(O)=O)=[CH:55][CH:54]=1.CN(C(ON1N=NC2C=CC=NC1=2)=[N+](C)C)C.F[P-](F)(F)(F)(F)F. The catalyst is CO. The product is [Cl:20][CH:18]1[CH2:19][N:15]([C:13]([CH:9]([CH:10]([CH3:11])[CH3:12])[CH2:8][NH:7][C:6](=[O:28])[C:56]2[CH:60]=[CH:61][C:53]([C:42]3[N:43]=[C:44]([N:46]4[CH2:47][CH2:48][N:49]([CH3:52])[CH2:50][CH2:51]4)[S:45][C:41]=3[F:40])=[CH:54][CH:55]=2)=[O:14])[CH:16]2[C:23]([O:24][CH3:25])([O:26][CH3:27])[CH2:22][O:21][CH:17]12. The yield is 0.850. (3) The reactants are [Br:1][C:2]1[CH:10]=[C:9]2[C:5]([CH:6]=[N:7][NH:8]2)=[CH:4][CH:3]=1.[H-].[Na+].[CH3:13]I. The catalyst is C1COCC1. The product is [CH3:13][N:8]1[C:9]2[C:5](=[CH:4][CH:3]=[C:2]([Br:1])[CH:10]=2)[CH:6]=[N:7]1.[CH3:13][N:7]1[CH:6]=[C:5]2[C:9]([CH:10]=[C:2]([Br:1])[CH:3]=[CH:4]2)=[N:8]1. The yield is 0.510. (4) The reactants are [CH3:1][O:2][C:3]1[CH:8]=[CH:7][C:6]([C:9]([C:11]2[CH:16]=[CH:15][CH:14]=[C:13]([O:17][CH2:18][C:19]3[N:20]=[C:21]([C:25]4[CH:30]=[CH:29][CH:28]=[CH:27][CH:26]=4)[O:22][C:23]=3[CH3:24])[CH:12]=2)=[O:10])=[C:5]([O:31]COC)[CH:4]=1.Cl. The catalyst is CC(C)=O. The product is [OH:31][C:5]1[CH:4]=[C:3]([O:2][CH3:1])[CH:8]=[CH:7][C:6]=1[C:9]([C:11]1[CH:16]=[CH:15][CH:14]=[C:13]([O:17][CH2:18][C:19]2[N:20]=[C:21]([C:25]3[CH:26]=[CH:27][CH:28]=[CH:29][CH:30]=3)[O:22][C:23]=2[CH3:24])[CH:12]=1)=[O:10]. The yield is 0.810.